Dataset: Full USPTO retrosynthesis dataset with 1.9M reactions from patents (1976-2016). Task: Predict the reactants needed to synthesize the given product. Given the product [Br:1][C:2]1[CH:21]=[CH:20][C:5]2[C:6]([O:19][CH3:26])=[C:7]([C:9]([C:10]3[CH:15]=[CH:14][C:13]([Cl:16])=[CH:12][C:11]=3[Cl:17])=[O:18])[O:8][C:4]=2[CH:3]=1, predict the reactants needed to synthesize it. The reactants are: [Br:1][C:2]1[CH:21]=[CH:20][C:5]2[C:6](=[O:19])[CH:7]([C:9](=[O:18])[C:10]3[CH:15]=[CH:14][C:13]([Cl:16])=[CH:12][C:11]=3[Cl:17])[O:8][C:4]=2[CH:3]=1.S(OC)(O[CH3:26])(=O)=O.C(=O)([O-])[O-].[Cs+].[Cs+].